The task is: Predict the reactants needed to synthesize the given product.. This data is from Full USPTO retrosynthesis dataset with 1.9M reactions from patents (1976-2016). (1) Given the product [CH:2]([S:5][C:6]1[C:7]([CH2:12][NH:13][C:14](=[O:15])[O:16][C:17]([CH3:20])([CH3:19])[CH3:18])=[N:8][CH:9]=[CH:10][CH:11]=1)([CH3:4])[CH3:3], predict the reactants needed to synthesize it. The reactants are: Cl.[CH:2]([S:5][C:6]1[C:7]([CH2:12][NH2:13])=[N:8][CH:9]=[CH:10][CH:11]=1)([CH3:4])[CH3:3].[C:14](O[C:14]([O:16][C:17]([CH3:20])([CH3:19])[CH3:18])=[O:15])([O:16][C:17]([CH3:20])([CH3:19])[CH3:18])=[O:15]. (2) Given the product [OH:53][CH2:43][CH2:34][N:35]([CH3:36])[C:28](=[O:29])[C@H:27]([O:26][C:24]1[CH:23]=[CH:22][CH:21]=[C:20]2[C:25]=1[C:16]([NH:15][C:4]1[CH:5]=[CH:6][C:7]([O:8][C:9]3[CH:14]=[CH:13][CH:12]=[CH:11][N:10]=3)=[C:2]([CH3:1])[CH:3]=1)=[N:17][CH:18]=[N:19]2)[CH3:32], predict the reactants needed to synthesize it. The reactants are: [CH3:1][C:2]1[CH:3]=[C:4]([NH:15][C:16]2[C:25]3[C:20](=[CH:21][CH:22]=[CH:23][C:24]=3[O:26][C@H:27]([CH3:32])[C:28](OC)=[O:29])[N:19]=[CH:18][N:17]=2)[CH:5]=[CH:6][C:7]=1[O:8][C:9]1[CH:14]=[CH:13][CH:12]=[CH:11][N:10]=1.Cl[C:34]1[C:43]2C(=CC=CC=2F)N=[CH:36][N:35]=1.CC1C=C(C=CC=1[O:53]C1C=CC=CN=1)N.C(OC)(=O)[C@H](C)O. (3) Given the product [Cl:1][C:2]1[CH:10]=[C:9]2[NH:8][C:7](=[O:11])[C:6]3([CH:12]([CH:13]([CH3:14])[CH3:15])[CH2:27][C:25](=[O:26])[NH:24][CH:23]3[C:19]3[CH:20]=[CH:21][CH:22]=[C:17]([Cl:16])[CH:18]=3)[C:5]2=[CH:4][CH:3]=1, predict the reactants needed to synthesize it. The reactants are: [Cl:1][C:2]1[CH:10]=[C:9]2[C:5](/[C:6](=[CH:12]/[CH:13]([CH3:15])[CH3:14])/[C:7](=[O:11])[NH:8]2)=[CH:4][CH:3]=1.[Cl:16][C:17]1[CH:18]=[C:19]([CH:23]=[N:24][C:25]([O:27][Si](C)(C)C)=[CH2:26])[CH:20]=[CH:21][CH:22]=1. (4) Given the product [CH3:35][O:34][CH2:33][CH2:32][C:31]1[N:36]=[C:26]([CH:11]2[CH2:12][CH:13]([C:15]3[CH:20]=[CH:19][C:18]([O:21][C:22]([F:25])([F:24])[F:23])=[CH:17][CH:16]=3)[CH2:14][N:9]([C:7]([N:1]3[CH2:2][CH2:3][S:4][CH2:5][CH2:6]3)=[O:8])[CH2:10]2)[O:27][N:30]=1, predict the reactants needed to synthesize it. The reactants are: [N:1]1([C:7]([N:9]2[CH2:14][CH:13]([C:15]3[CH:20]=[CH:19][C:18]([O:21][C:22]([F:25])([F:24])[F:23])=[CH:17][CH:16]=3)[CH2:12][CH:11]([C:26](O)=[O:27])[CH2:10]2)=[O:8])[CH2:6][CH2:5][S:4][CH2:3][CH2:2]1.O[N:30]=[C:31]([NH2:36])[CH2:32][CH2:33][O:34][CH3:35].